Dataset: Reaction yield outcomes from USPTO patents with 853,638 reactions. Task: Predict the reaction yield, written as a fraction of the theoretical maximum amount of product (1.0 means a 100% yield; for example, 0.34 means a 34% yield). (1) The reactants are [F:1][C:2]1[CH:7]=[CH:6][C:5]([CH2:8][NH2:9])=[CH:4][CH:3]=1.Br[CH:11]1[CH2:15][CH2:14][N:13]([C:16]2[S:17][C:18]([C:22]([NH:24][CH2:25][C:26]3[CH:31]=[CH:30][C:29]([F:32])=[CH:28][CH:27]=3)=[O:23])=[C:19]([CH3:21])[N:20]=2)[C:12]1=[O:33]. No catalyst specified. The product is [F:32][C:29]1[CH:30]=[CH:31][C:26]([CH2:25][NH:24][C:22]([C:18]2[S:17][C:16]([N:13]3[CH2:14][CH2:15][CH:11]([NH:9][CH2:8][C:5]4[CH:6]=[CH:7][C:2]([F:1])=[CH:3][CH:4]=4)[C:12]3=[O:33])=[N:20][C:19]=2[CH3:21])=[O:23])=[CH:27][CH:28]=1. The yield is 0.850. (2) The catalyst is C1COCC1. The yield is 0.630. The reactants are [H-].[Na+].[Cl:3][C:4]1[CH:9]=[CH:8][C:7]([C:10]2[CH:15]=[CH:14][N:13]=[CH:12][C:11]=2[CH:16]([OH:18])[CH3:17])=[C:6](F)[CH:5]=1. The product is [Cl:3][C:4]1[CH:9]=[CH:8][C:7]2[C:10]3[C:11](=[CH:12][N:13]=[CH:14][CH:15]=3)[CH:16]([CH3:17])[O:18][C:6]=2[CH:5]=1. (3) The reactants are Cl.[NH2:2][CH2:3][CH:4]1[O:8][B:7]([OH:9])[C:6]2[C:10]([O:14][CH2:15][CH3:16])=[CH:11][CH:12]=[CH:13][C:5]1=2.C(N(CC)CC)C.[C:24](O[C:24]([O:26][C:27]([CH3:30])([CH3:29])[CH3:28])=[O:25])([O:26][C:27]([CH3:30])([CH3:29])[CH3:28])=[O:25]. The catalyst is ClCCl. The product is [CH2:15]([O:14][C:10]1[C:6]2[B:7]([OH:9])[O:8][CH:4]([CH2:3][NH:2][C:24](=[O:25])[O:26][C:27]([CH3:30])([CH3:29])[CH3:28])[C:5]=2[CH:13]=[CH:12][CH:11]=1)[CH3:16]. The yield is 0.846. (4) The reactants are [CH2:1]([C:3]1[CH:4]=[C:5]([CH2:28][N:29]2[CH2:32][CH:31]([C:33]([O:35]C)=[O:34])[CH2:30]2)[S:6][C:7]=1[C:8]1[N:12]=[C:11]([C:13]2[CH:18]=[CH:17][C:16]([O:19][C:20]3[CH:25]=[CH:24][CH:23]=[C:22]([F:26])[CH:21]=3)=[C:15]([F:27])[CH:14]=2)[O:10][N:9]=1)[CH3:2].[OH-].[Na+]. No catalyst specified. The product is [CH2:1]([C:3]1[CH:4]=[C:5]([CH2:28][N:29]2[CH2:32][CH:31]([C:33]([OH:35])=[O:34])[CH2:30]2)[S:6][C:7]=1[C:8]1[N:12]=[C:11]([C:13]2[CH:18]=[CH:17][C:16]([O:19][C:20]3[CH:25]=[CH:24][CH:23]=[C:22]([F:26])[CH:21]=3)=[C:15]([F:27])[CH:14]=2)[O:10][N:9]=1)[CH3:2]. The yield is 0.830. (5) The reactants are [NH:1]1[CH:5]=[C:4]([C:6]#[N:7])[N:3]=[CH:2]1.[CH3:8][Si:9]([CH3:16])([CH3:15])[CH2:10][CH2:11][O:12][CH2:13]Cl.C([O-])([O-])=O.[K+].[K+].CC(C)=O. The catalyst is C(OCC)(=O)C. The product is [CH3:8][Si:9]([CH3:16])([CH3:15])[CH2:10][CH2:11][O:12][CH2:13][N:1]1[CH:5]=[C:4]([C:6]#[N:7])[N:3]=[CH:2]1. The yield is 0.700. (6) The reactants are [O:1]1[C:6]2[CH:7]=[CH:8][C:9]([CH2:11]O)=[CH:10][C:5]=2[O:4][CH2:3][CH2:2]1.O=S(Cl)[Cl:15]. No catalyst specified. The yield is 0.880. The product is [Cl:15][CH2:11][C:9]1[CH:8]=[CH:7][C:6]2[O:1][CH2:2][CH2:3][O:4][C:5]=2[CH:10]=1. (7) The reactants are [N:1]1([CH2:9][C:10]([OH:12])=[O:11])[CH:8]=[CH:7][C:5]([NH2:6])=[N:4][C:2]1=[O:3].C(N1C=CN=C1)(N1[CH:19]=[CH:18]N=C1)=O.[CH2:25]([OH:35])[C:26]1[CH:34]=[CH:33][C:32]2[O:31][CH2:30][O:29][C:28]=2[CH:27]=1.CN([CH:39]=[O:40])C. No catalyst specified. The product is [CH2:18]([O:11][C:10](=[O:12])[CH2:9][N:1]1[CH:8]=[CH:7][C:5]([NH:6][C:39]([O:35][CH2:25][C:26]2[CH:34]=[CH:33][C:32]3[O:31][CH2:30][O:29][C:28]=3[CH:27]=2)=[O:40])=[N:4][C:2]1=[O:3])[CH3:19]. The yield is 0.960.